This data is from Catalyst prediction with 721,799 reactions and 888 catalyst types from USPTO. The task is: Predict which catalyst facilitates the given reaction. (1) Reactant: [C:1]([N:4]1[C:13]2[C:8](=[CH:9][C:10]([C:14]([OH:16])=O)=[CH:11][CH:12]=2)[C@H:7]([NH:17][C:18]2[S:19][C:20]([C:23]#[N:24])=[CH:21][CH:22]=2)[C@@H:6]([CH3:25])[C@@H:5]1[CH:26]1[CH2:28][CH2:27]1)(=[O:3])[CH3:2].C[N:30](C(ON1N=NC2C=CC=NC1=2)=[N+](C)C)C.F[P-](F)(F)(F)(F)F.CCN(C(C)C)C(C)C.[Cl-].[NH4+]. Product: [C:1]([N:4]1[C:13]2[C:8](=[CH:9][C:10]([C:14]([NH2:30])=[O:16])=[CH:11][CH:12]=2)[C@H:7]([NH:17][C:18]2[S:19][C:20]([C:23]#[N:24])=[CH:21][CH:22]=2)[C@@H:6]([CH3:25])[C@@H:5]1[CH:26]1[CH2:27][CH2:28]1)(=[O:3])[CH3:2]. The catalyst class is: 3. (2) Reactant: [C:9](O[C:9]([O:11][C:12]([CH3:15])([CH3:14])[CH3:13])=[O:10])([O:11][C:12]([CH3:15])([CH3:14])[CH3:13])=[O:10].[NH:16]1[CH2:21][CH2:20][O:19][C@H:18]([CH2:22][OH:23])[CH2:17]1.C(N(CC)CC)C. Product: [OH:23][CH2:22][C@H:18]1[O:19][CH2:20][CH2:21][N:16]([C:9]([O:11][C:12]([CH3:13])([CH3:14])[CH3:15])=[O:10])[CH2:17]1. The catalyst class is: 4. (3) Reactant: [CH3:1][C:2]1[CH:11]=[CH:10][C:9]2[C:4](=[CH:5][C:6]([CH2:12][CH2:13][OH:14])=[CH:7][CH:8]=2)[N:3]=1.[O:15]1CCOCC1. Product: [OH:14][CH2:13][CH2:12][C:6]1[CH:5]=[C:4]2[C:9]([CH:10]=[CH:11][C:2]([CH:1]=[O:15])=[N:3]2)=[CH:8][CH:7]=1. The catalyst class is: 6.